From a dataset of Catalyst prediction with 721,799 reactions and 888 catalyst types from USPTO. Predict which catalyst facilitates the given reaction. (1) Reactant: [NH:1]1[CH2:6][CH2:5][CH2:4][CH2:3][CH2:2]1.[Cl:7][CH2:8][CH2:9][CH2:10]O.[OH-].[Na+].S(Cl)(Cl)=O. Product: [ClH:7].[Cl:7][CH2:8][CH2:9][CH2:10][N:1]1[CH2:6][CH2:5][CH2:4][CH2:3][CH2:2]1. The catalyst class is: 11. (2) Reactant: [N:1]1([C:6](Cl)=[O:7])[CH2:5][CH2:4][CH2:3][CH2:2]1.[C:9]([O:13][C:14]([NH:16][CH:17]1[CH2:22][CH2:21][NH:20][CH2:19][CH2:18]1)=[O:15])([CH3:12])([CH3:11])[CH3:10].C(N(CC)CC)C. Product: [C:9]([O:13][C:14]([NH:16][CH:17]1[CH2:18][CH2:19][N:20]([C:6]([N:1]2[CH2:5][CH2:4][CH2:3][CH2:2]2)=[O:7])[CH2:21][CH2:22]1)=[O:15])([CH3:12])([CH3:10])[CH3:11]. The catalyst class is: 4. (3) Reactant: [O:1]1[C:5]2[CH:6]=[CH:7][CH:8]=[CH:9][C:4]=2[CH:3]=[C:2]1[C:10]([OH:12])=O.Cl.Cl.[N:15]12[CH2:23][CH2:22][CH:19]([CH2:20][CH2:21]1)[NH:18][CH2:17][CH2:16]2.O.ON1C2C=CC=CC=2N=N1.F[B-](F)(F)F.N1(OC(N(C)C)=[N+](C)C)C2C=CC=CC=2N=N1.C(N(C(C)C)CC)(C)C.[OH-].[Na+]. Product: [N:15]12[CH2:23][CH2:22][CH:19]([CH2:20][CH2:21]1)[N:18]([C:10]([C:2]1[O:1][C:5]3[CH:6]=[CH:7][CH:8]=[CH:9][C:4]=3[CH:3]=1)=[O:12])[CH2:17][CH2:16]2. The catalyst class is: 9. (4) Reactant: [H-].[Na+].C[OH:4].Br[C:6]1[C:7](=O)[O:8][C:9]2C(C=1C)=C[CH:12]=[C:11]([OH:17])[CH:10]=2.CN([CH:22]=[O:23])C. Product: [CH3:22][O:23][CH2:12][C:11](=[O:17])[CH2:10][C:9]([O:8][CH2:7][CH3:6])=[O:4]. The catalyst class is: 33. (5) Reactant: [CH:1]1([N:4]2[C:9]3[CH:10]=[CH:11][C:12]([C:14]([O:16]C)=[O:15])=[CH:13][C:8]=3[S:7](=[O:19])(=[O:18])[NH:6][CH2:5]2)[CH2:3][CH2:2]1.[OH-].[Na+]. Product: [C:14]([C:12]1[CH:11]=[CH:10][C:9]2[N:4]([CH:1]3[CH2:2][CH2:3]3)[CH2:5][NH:6][S:7](=[O:19])(=[O:18])[C:8]=2[CH:13]=1)([OH:16])=[O:15]. The catalyst class is: 24. (6) Product: [CH:13]1([CH2:18][C:19]2[O:23][N:22]=[C:21]([NH:24][C:25](=[O:31])[C@@H:26]([NH:30][CH:7]3[CH2:6][CH2:5][C:4]4[C:9](=[CH:10][CH:11]=[C:2]([F:1])[CH:3]=4)[CH2:8]3)[CH2:27][CH2:28][CH3:29])[CH:20]=2)[CH2:14][CH2:15][CH2:16][CH2:17]1. The catalyst class is: 411. Reactant: [F:1][C:2]1[CH:3]=[C:4]2[C:9](=[CH:10][CH:11]=1)[CH2:8][C:7](=O)[CH2:6][CH2:5]2.[CH:13]1([CH2:18][C:19]2[O:23][N:22]=[C:21]([NH:24][C:25](=[O:31])[C@@H:26]([NH2:30])[CH2:27][CH2:28][CH3:29])[CH:20]=2)[CH2:17][CH2:16][CH2:15][CH2:14]1.C(O[BH-](OC(=O)C)OC(=O)C)(=O)C.[Na+]. (7) Reactant: CS([O:5][CH2:6][CH2:7][CH2:8][CH2:9][CH2:10][CH2:11][CH2:12][O:13][C:14]1[CH:19]=[CH:18][CH:17]=[CH:16][CH:15]=1)(=O)=O.[C:20](O)(=[O:27])[C:21]1[CH:26]=[CH:25][CH:24]=[N:23][CH:22]=1.C(=O)([O-])[O-].[K+].[K+]. Product: [C:20]([O:5][CH2:6][CH2:7][CH2:8][CH2:9][CH2:10][CH2:11][CH2:12][O:13][C:14]1[CH:19]=[CH:18][CH:17]=[CH:16][CH:15]=1)(=[O:27])[C:21]1[CH:26]=[CH:25][CH:24]=[N:23][CH:22]=1. The catalyst class is: 42. (8) Reactant: [CH2:1]([C:5]1[N:9]([CH2:10][C:11]2[CH:16]=[CH:15][C:14]([C:17]3[CH:22]=[CH:21][CH:20]=[CH:19][C:18]=3[C:23]3[N:24]=[N:25][NH:26][N:27]=3)=[CH:13][CH:12]=2)[C:8]([CH2:28][OH:29])=[C:7]([Cl:30])[N:6]=1)[CH2:2][CH2:3][CH3:4].C(=O)(O)[O-].[K+:35]. Product: [CH3:4][CH2:3][CH2:2][CH2:1][C:5]1[N:9]([CH2:10][C:11]2[CH:16]=[CH:15][C:14]([C:17]3[CH:22]=[CH:21][CH:20]=[CH:19][C:18]=3[C:23]3[N:27]=[N:26][N-:25][N:24]=3)=[CH:13][CH:12]=2)[C:8]([CH2:28][OH:29])=[C:7]([Cl:30])[N:6]=1.[K+:35]. The catalyst class is: 93.